This data is from Peptide-MHC class I binding affinity with 185,985 pairs from IEDB/IMGT. The task is: Regression. Given a peptide amino acid sequence and an MHC pseudo amino acid sequence, predict their binding affinity value. This is MHC class I binding data. The peptide sequence is IEELRRHLL. The binding affinity (normalized) is 0. The MHC is HLA-A68:02 with pseudo-sequence HLA-A68:02.